From a dataset of Forward reaction prediction with 1.9M reactions from USPTO patents (1976-2016). Predict the product of the given reaction. (1) Given the reactants [CH3:1][C:2]1[C-:6]([CH3:7])[C:5]([CH3:8])=[C:4]([CH3:9])[C:3]=1[CH3:10].[C-:11]1([CH:20]=[O:21])[C:15]([CH3:16])=[C:14]([CH3:17])[C:13]([CH3:18])=[C:12]1[CH3:19].[Fe+2:22].[CH2:23]([OH:25])[CH3:24].O1CCOC[CH2:27]1.[BH4-].[Na+], predict the reaction product. The product is: [CH3:1][C:2]1[C-:6]([CH3:7])[C:5]([CH3:8])=[C:4]([CH3:9])[C:3]=1[CH3:10].[C-:11]1([CH2:20][O:21][CH2:27][CH2:24][CH2:23][OH:25])[C:12]([CH3:19])=[C:13]([CH3:18])[C:14]([CH3:17])=[C:15]1[CH3:16].[Fe+2:22]. (2) Given the reactants Cl[C:2]1[C:11]([C:12]2[CH:17]=[CH:16][CH:15]=[CH:14][CH:13]=2)=[N:10][C:9]2[C:8]([C:18]([O:20][CH3:21])=[O:19])=[C:7]([O:22][CH3:23])[CH:6]=[CH:5][C:4]=2[N:3]=1.[CH2:24]([NH2:27])[CH2:25][CH3:26].C(N(CC)CC)C, predict the reaction product. The product is: [CH3:23][O:22][C:7]1[CH:6]=[CH:5][C:4]2[N:3]=[C:2]([NH:27][CH2:24][CH2:25][CH3:26])[C:11]([C:12]3[CH:17]=[CH:16][CH:15]=[CH:14][CH:13]=3)=[N:10][C:9]=2[C:8]=1[C:18]([O:20][CH3:21])=[O:19].